From a dataset of Peptide-MHC class I binding affinity with 185,985 pairs from IEDB/IMGT. Regression. Given a peptide amino acid sequence and an MHC pseudo amino acid sequence, predict their binding affinity value. This is MHC class I binding data. The peptide sequence is RGYVFQGL. The MHC is HLA-A11:01 with pseudo-sequence HLA-A11:01. The binding affinity (normalized) is 0.